This data is from Reaction yield outcomes from USPTO patents with 853,638 reactions. The task is: Predict the reaction yield, written as a fraction of the theoretical maximum amount of product (1.0 means a 100% yield; for example, 0.34 means a 34% yield). (1) The reactants are [Br:1][C:2]1[CH:3]=[C:4]2[C:9](=[CH:10][CH:11]=1)[N:8]=[C:7]([CH2:12]Cl)[N:6]([C:14]1[CH:19]=[CH:18][CH:17]=[CH:16][C:15]=1[Cl:20])[C:5]2=[O:21].O.[SH:23][C:24]1[N:32]=[CH:31][N:30]=[C:29]2[C:25]=1[NH:26][CH:27]=[N:28]2.C([O-])([O-])=O.[K+].[K+]. The catalyst is CN(C=O)C. The product is [Br:1][C:2]1[CH:3]=[C:4]2[C:9](=[CH:10][CH:11]=1)[N:8]=[C:7]([CH2:12][S:23][C:24]1[N:32]=[CH:31][N:30]=[C:29]3[C:25]=1[N:26]=[CH:27][NH:28]3)[N:6]([C:14]1[CH:19]=[CH:18][CH:17]=[CH:16][C:15]=1[Cl:20])[C:5]2=[O:21]. The yield is 0.470. (2) The reactants are Br[C:2]1[C:14]2[C:13]3[CH:12]=[CH:11][C:10]([C:15]4[C:20]([F:21])=[CH:19][CH:18]=[C:17]([NH:22][S:23]([CH2:26][CH2:27][CH3:28])(=[O:25])=[O:24])[C:16]=4[F:29])=[CH:9][C:8]=3[CH:7]=[N:6][C:5]=2[N:4]([C:30]([O:32][C:33]([CH3:36])([CH3:35])[CH3:34])=[O:31])[N:3]=1.[CH:37]1(B(O)O)[CH2:39][CH2:38]1.P([O-])([O-])([O-])=O.[K+].[K+].[K+].C1(C)C=CC=CC=1. The catalyst is O. The product is [CH:37]1([C:2]2[C:14]3[C:13]4[CH:12]=[CH:11][C:10]([C:15]5[C:20]([F:21])=[CH:19][CH:18]=[C:17]([NH:22][S:23]([CH2:26][CH2:27][CH3:28])(=[O:25])=[O:24])[C:16]=5[F:29])=[CH:9][C:8]=4[CH:7]=[N:6][C:5]=3[N:4]([C:30]([O:32][C:33]([CH3:36])([CH3:35])[CH3:34])=[O:31])[N:3]=2)[CH2:39][CH2:38]1. The yield is 0.530. (3) The yield is 0.230. The catalyst is CN(C=O)C.O1CCOCC1. The reactants are [CH2:1]([N:3]([CH2:6][CH3:7])[CH2:4][CH3:5])C.[O:8]1[C:12]([C:13]2[CH:18]=[CH:17][C:16]([NH:19][C:20]3[N:21]=[C:22]([NH:30][C:31]4[CH:36]=[CH:35][CH:34]=[CH:33][CH:32]=4)C4CNCC[C:24]=4[N:25]=3)=[CH:15][CH:14]=2)=[CH:11][N:10]=[CH:9]1.IC. The product is [CH3:1][N:3]1[CH2:6][CH2:7][C:24]2[N:25]=[C:20]([NH:19][C:16]3[CH:17]=[CH:18][C:13]([C:12]4[O:8][CH:9]=[N:10][CH:11]=4)=[CH:14][CH:15]=3)[N:21]=[C:22]([NH:30][C:31]3[CH:36]=[CH:35][CH:34]=[CH:33][CH:32]=3)[C:5]=2[CH2:4]1.